From a dataset of Full USPTO retrosynthesis dataset with 1.9M reactions from patents (1976-2016). Predict the reactants needed to synthesize the given product. (1) Given the product [CH:18]([Si:17]([CH:24]([CH3:26])[CH3:25])([CH:21]([CH3:23])[CH3:22])[O:16][C:14]([N:11]1[CH2:12][CH2:13][N:8]([C:5]2[CH:6]=[CH:7][C:2]([B:31]([OH:32])[OH:30])=[CH:3][CH:4]=2)[CH2:9][CH2:10]1)=[O:15])([CH3:20])[CH3:19], predict the reactants needed to synthesize it. The reactants are: Br[C:2]1[CH:7]=[CH:6][C:5]([N:8]2[CH2:13][CH2:12][N:11]([C:14]([O:16][Si:17]([CH:24]([CH3:26])[CH3:25])([CH:21]([CH3:23])[CH3:22])[CH:18]([CH3:20])[CH3:19])=[O:15])[CH2:10][CH2:9]2)=[CH:4][CH:3]=1.C([O:30][B:31](OC(C)C)[O:32]C(C)C)(C)C.P(=O)(O)(O)O. (2) Given the product [CH2:35]([N:32]1[CH:33]=[N:34][C:30]([C:26]2[CH:25]=[C:24]([CH:29]=[CH:28][CH:27]=2)[CH2:23][C:18]2[C:19](=[O:22])[CH:20]=[CH:21][N:16]([C:14]3[CH:13]=[N:12][N:11]([CH2:10][CH2:9][OH:8])[CH:15]=3)[N:17]=2)=[N:31]1)[CH3:36], predict the reactants needed to synthesize it. The reactants are: C([O:8][CH2:9][CH2:10][N:11]1[CH:15]=[C:14]([N:16]2[CH:21]=[CH:20][C:19](=[O:22])[C:18]([CH2:23][C:24]3[CH:29]=[CH:28][CH:27]=[C:26]([C:30]4[N:34]=[CH:33][N:32]([CH2:35][CH3:36])[N:31]=4)[CH:25]=3)=[N:17]2)[CH:13]=[N:12]1)C1C=CC=CC=1.B(Br)(Br)Br. (3) Given the product [Cl:21][C:22]1[C:30]2[C:25](=[CH:26][C:27]([N+:33]([O-:35])=[O:34])=[C:28]([CH:31]=[CH2:32])[CH:29]=2)[N:24]([C:7]([C:14]2[CH:19]=[CH:18][CH:17]=[CH:16][CH:15]=2)([C:8]2[CH:13]=[CH:12][CH:11]=[CH:10][CH:9]=2)[C:1]2[CH:6]=[CH:5][CH:4]=[CH:3][CH:2]=2)[N:23]=1, predict the reactants needed to synthesize it. The reactants are: [C:1]1([C:7](Cl)([C:14]2[CH:19]=[CH:18][CH:17]=[CH:16][CH:15]=2)[C:8]2[CH:13]=[CH:12][CH:11]=[CH:10][CH:9]=2)[CH:6]=[CH:5][CH:4]=[CH:3][CH:2]=1.[Cl:21][C:22]1[C:30]2[C:25](=[CH:26][C:27]([N+:33]([O-:35])=[O:34])=[C:28]([CH:31]=[CH2:32])[CH:29]=2)[NH:24][N:23]=1.CCN(C(C)C)C(C)C. (4) The reactants are: [N:1]([CH2:4][C:5]([C:7]1[CH:12]=[CH:11][CH:10]=[CH:9][CH:8]=1)=[O:6])=[N+]=[N-].[Cl:13][C:14]1[CH:19]=[CH:18][C:17]([N:20]=[C:21]=S)=[CH:16][C:15]=1[Cl:23].C1(P(C2C=CC=CC=2)C2C=CC=CC=2)C=CC=CC=1. Given the product [Cl:23][C:15]1[CH:16]=[C:17]([NH:20][C:21]2[O:6][C:5]([C:7]3[CH:12]=[CH:11][CH:10]=[CH:9][CH:8]=3)=[CH:4][N:1]=2)[CH:18]=[CH:19][C:14]=1[Cl:13], predict the reactants needed to synthesize it. (5) The reactants are: [CH:1]1([CH2:4][O:5][C:6]2[CH:7]=[C:8]([CH:11]=[CH:12][C:13]=2[O:14][CH:15]([F:17])[F:16])[CH:9]=[O:10])[CH2:3][CH2:2]1.S(=O)(=O)([OH:20])N.[Cl-].[Na+]. Given the product [CH:1]1([CH2:4][O:5][C:6]2[CH:7]=[C:8]([CH:11]=[CH:12][C:13]=2[O:14][CH:15]([F:16])[F:17])[C:9]([OH:20])=[O:10])[CH2:3][CH2:2]1, predict the reactants needed to synthesize it. (6) Given the product [Br:1][C:2]1[CH:3]=[CH:4][C:5]([NH:8][C:9]([C:11]2[CH:31]=[CH:30][C:14]3[N:15]([CH3:29])[C:16]([NH:18][C:19]4[CH:27]=[CH:26][C:22]([C:23](=[O:24])[NH:35][CH3:34])=[CH:21][C:20]=4[Cl:28])=[N:17][C:13]=3[CH:12]=2)=[O:10])=[CH:6][CH:7]=1, predict the reactants needed to synthesize it. The reactants are: [Br:1][C:2]1[CH:7]=[CH:6][C:5]([NH:8][C:9]([C:11]2[CH:31]=[CH:30][C:14]3[N:15]([CH3:29])[C:16]([NH:18][C:19]4[CH:27]=[CH:26][C:22]([C:23](O)=[O:24])=[CH:21][C:20]=4[Cl:28])=[N:17][C:13]=3[CH:12]=2)=[O:10])=[CH:4][CH:3]=1.CN.[CH3:34][N:35](C(ON1N=NC2C=CC=CC1=2)=[N+](C)C)C.[B-](F)(F)(F)F.